Dataset: Reaction yield outcomes from USPTO patents with 853,638 reactions. Task: Predict the reaction yield, written as a fraction of the theoretical maximum amount of product (1.0 means a 100% yield; for example, 0.34 means a 34% yield). (1) The catalyst is Cl. The product is [CH2:45]([N:8]([CH2:1][C:2]1[CH:3]=[CH:4][CH:5]=[CH:6][CH:7]=1)[CH:9]1[CH2:13][CH:12]([C:14](=[O:43])[CH2:15][NH:16][C:24]2[N:25]=[C:26]3[CH:32]=[CH:31][N:30]([S:33]([C:36]4[CH:37]=[CH:38][C:39]([CH3:40])=[CH:41][CH:42]=4)(=[O:35])=[O:34])[C:27]3=[N:28][CH:29]=2)[CH:11]([CH3:44])[CH2:10]1)[C:46]1[CH:51]=[CH:50][CH:49]=[CH:48][CH:47]=1. The yield is 0.980. The reactants are [CH2:1]([N:8]([CH2:45][C:46]1[CH:51]=[CH:50][CH:49]=[CH:48][CH:47]=1)[CH:9]1[CH2:13][CH:12]([C:14](=[O:43])[CH2:15][N:16]([C:24]2[N:25]=[C:26]3[CH:32]=[CH:31][N:30]([S:33]([C:36]4[CH:42]=[CH:41][C:39]([CH3:40])=[CH:38][CH:37]=4)(=[O:35])=[O:34])[C:27]3=[N:28][CH:29]=2)C(=O)OC(C)(C)C)[CH:11]([CH3:44])[CH2:10]1)[C:2]1[CH:7]=[CH:6][CH:5]=[CH:4][CH:3]=1. (2) The reactants are [N:1]1([C:7]2[CH:15]=[CH:14][C:13]([N+:16]([O-:18])=[O:17])=[CH:12][C:8]=2[C:9]([OH:11])=O)[CH2:6][CH2:5][O:4][CH2:3][CH2:2]1.[C:19]1([C:25]2[N:29]=[C:28]([N:30]3[CH2:35][CH2:34][NH:33][CH2:32][CH2:31]3)[S:27][N:26]=2)[CH:24]=[CH:23][CH:22]=[CH:21][CH:20]=1. No catalyst specified. The product is [N:1]1([C:7]2[CH:15]=[CH:14][C:13]([N+:16]([O-:18])=[O:17])=[CH:12][C:8]=2[C:9]([N:33]2[CH2:34][CH2:35][N:30]([C:28]3[S:27][N:26]=[C:25]([C:19]4[CH:24]=[CH:23][CH:22]=[CH:21][CH:20]=4)[N:29]=3)[CH2:31][CH2:32]2)=[O:11])[CH2:2][CH2:3][O:4][CH2:5][CH2:6]1. The yield is 0.180. (3) The reactants are O[C:2]1([C:23]([F:26])([F:25])[F:24])[CH2:6][N:5]([C:7]2[CH:12]=[CH:11][C:10]([S:13]([CH3:16])(=[O:15])=[O:14])=[CH:9][CH:8]=2)[C:4]([C:17]2[CH:18]=[N:19][CH:20]=[CH:21][CH:22]=2)=[N:3]1.O.C1(C)C=CC(S(O)(=O)=O)=CC=1. The catalyst is C1(C)C=CC=CC=1. The product is [CH3:16][S:13]([C:10]1[CH:9]=[CH:8][C:7]([N:5]2[CH:6]=[C:2]([C:23]([F:25])([F:26])[F:24])[N:3]=[C:4]2[C:17]2[CH:18]=[N:19][CH:20]=[CH:21][CH:22]=2)=[CH:12][CH:11]=1)(=[O:15])=[O:14]. The yield is 0.230. (4) The reactants are [F:1][C:2]([F:39])([F:38])[C:3]1[CH:4]=[C:5]([NH:9][C:10]([C:12]2[C:21]3[C:16](=[CH:17][C:18]([O:22][C:23]4[CH:28]=[C:27]([CH2:29][O:30]CC5C=CC=CC=5)[N:26]=[CH:25][N:24]=4)=[CH:19][CH:20]=3)[CH:15]=[CH:14][CH:13]=2)=[O:11])[CH:6]=[CH:7][CH:8]=1.FC(F)(F)C(O)=O. The catalyst is C1(C)C=CC=CC=1. The product is [F:39][C:2]([F:1])([F:38])[C:3]1[CH:4]=[C:5]([NH:9][C:10]([C:12]2[C:21]3[C:16](=[CH:17][C:18]([O:22][C:23]4[CH:28]=[C:27]([CH2:29][OH:30])[N:26]=[CH:25][N:24]=4)=[CH:19][CH:20]=3)[CH:15]=[CH:14][CH:13]=2)=[O:11])[CH:6]=[CH:7][CH:8]=1. The yield is 0.870. (5) The reactants are [CH3:1][C:2]1[S:3][C:4]([C:8]([OH:10])=O)=[C:5]([CH3:7])[N:6]=1.O1CCCC1.C(Cl)(=O)C(Cl)=O.[NH2:22][C:23]1[CH:24]=[C:25]([CH:42]=[CH:43][CH:44]=1)[O:26][C:27]1[CH:28]=[CH:29][C:30]2[N:31]([N:33]=[C:34]([NH:36][C:37]([CH:39]3[CH2:41][CH2:40]3)=[O:38])[N:35]=2)[CH:32]=1. The catalyst is CN(C)C=O.CN(C)C(=O)C. The product is [CH:39]1([C:37]([NH:36][C:34]2[N:35]=[C:30]3[CH:29]=[CH:28][C:27]([O:26][C:25]4[CH:24]=[C:23]([NH:22][C:8]([C:4]5[S:3][C:2]([CH3:1])=[N:6][C:5]=5[CH3:7])=[O:10])[CH:44]=[CH:43][CH:42]=4)=[CH:32][N:31]3[N:33]=2)=[O:38])[CH2:40][CH2:41]1. The yield is 0.270. (6) The reactants are Br[C:2]1[CH:3]=[C:4]([C:10]2[CH:15]=[CH:14][CH:13]=[C:12]([Cl:16])[CH:11]=2)[C:5]([O:8][CH3:9])=[N:6][CH:7]=1.[Li]CCCC.[F:22][C:23]1[CH:30]=[CH:29][C:26]([CH:27]=[O:28])=[CH:25][CH:24]=1. The catalyst is C1COCC1. The product is [Cl:16][C:12]1[CH:11]=[C:10]([C:4]2[CH:3]=[C:2]([CH:27]([C:26]3[CH:29]=[CH:30][C:23]([F:22])=[CH:24][CH:25]=3)[OH:28])[CH:7]=[N:6][C:5]=2[O:8][CH3:9])[CH:15]=[CH:14][CH:13]=1. The yield is 0.960. (7) The reactants are [C:1]([O-])(=O)[CH3:2].[N+:5]([O-])([O:7][CH2:8][CH2:9][CH:10]([CH3:12])C)=O.[CH3:14][O-].[Na+].Cl.[H-].[Na+].[C:20](=[O:23])(O)[O-:21].[Na+].[CH2:25](O)[CH3:26]. The catalyst is COCCOC. The product is [O:7]1[C:8]2[CH:9]=[CH:10][CH:12]=[CH:26][C:25]=2[C:14]([C:20]([O:21][CH2:1][CH3:2])=[O:23])=[N:5]1. The yield is 0.510. (8) The reactants are [Cl:1][C:2]1[N:7]=[C:6](Cl)[CH:5]=[CH:4][N:3]=1.[OH:9][C:10]1[C:36]([F:37])=[CH:35][C:34]([F:38])=[CH:33][C:11]=1[CH2:12][NH:13][C:14]([NH:16][C:17]1[N:21]([C:22]2[CH:27]=[CH:26][C:25]([CH3:28])=[CH:24][CH:23]=2)[N:20]=[C:19]([C:29]([CH3:32])([CH3:31])[CH3:30])[CH:18]=1)=[O:15].[OH-].[Na+].C(O)(=O)CC(CC(O)=O)(C(O)=O)O. The catalyst is CC(C)=O. The product is [Cl:1][C:2]1[N:7]=[C:6]([O:9][C:10]2[C:36]([F:37])=[CH:35][C:34]([F:38])=[CH:33][C:11]=2[CH2:12][NH:13][C:14]([NH:16][C:17]2[N:21]([C:22]3[CH:27]=[CH:26][C:25]([CH3:28])=[CH:24][CH:23]=3)[N:20]=[C:19]([C:29]([CH3:32])([CH3:31])[CH3:30])[CH:18]=2)=[O:15])[CH:5]=[CH:4][N:3]=1. The yield is 0.940. (9) The reactants are Br[CH2:2][C:3]#[N:4].[CH3:5][C:6]1[NH:7][C:8]2[C:13]([C:14]=1[C:15]([O:17][CH2:18][C:19]1[CH:24]=[CH:23][CH:22]=[CH:21][CH:20]=1)=[O:16])=[CH:12][C:11]([OH:25])=[CH:10][CH:9]=2.C(=O)([O-])[O-].[K+].[K+].CCCCCC.C(OCC)(=O)C. The catalyst is C(#N)C. The product is [CH2:18]([O:17][C:15]([C:14]1[C:13]2[C:8](=[CH:9][CH:10]=[C:11]([O:25][CH2:2][C:3]#[N:4])[CH:12]=2)[NH:7][C:6]=1[CH3:5])=[O:16])[C:19]1[CH:20]=[CH:21][CH:22]=[CH:23][CH:24]=1. The yield is 0.510. (10) The reactants are Br[C:2]1[C:7]([CH:8]([CH3:10])[CH3:9])=[C:6]([O:11][CH3:12])[N:5]=[C:4]([CH3:13])[C:3]=1[CH2:14][CH:15]1[CH2:17][CH2:16]1.[C:18]([C:20]1[CH:21]=[C:22]([SH:28])[CH:23]=[C:24]([C:26]#[N:27])[CH:25]=1)#[N:19].C(=O)([O-])[O-].[Cs+].[Cs+]. The catalyst is CN(C=O)C.[Cu](I)I. The product is [CH:15]1([CH2:14][C:3]2[C:4]([CH3:13])=[N:5][C:6]([O:11][CH3:12])=[C:7]([CH:8]([CH3:10])[CH3:9])[C:2]=2[S:28][C:22]2[CH:21]=[C:20]([C:18]#[N:19])[CH:25]=[C:24]([CH:23]=2)[C:26]#[N:27])[CH2:17][CH2:16]1. The yield is 0.100.